Dataset: Reaction yield outcomes from USPTO patents with 853,638 reactions. Task: Predict the reaction yield, written as a fraction of the theoretical maximum amount of product (1.0 means a 100% yield; for example, 0.34 means a 34% yield). (1) The product is [Br:18][C:19]1[CH:24]=[C:23]([N:6]2[CH2:7][C@@H:1]3[C@H:5]2[CH2:4][N:3]([C:8]([O:10][CH2:11][C:12]2[CH:17]=[CH:16][CH:15]=[CH:14][CH:13]=2)=[O:9])[CH2:2]3)[CH:22]=[N:21][CH:20]=1. No catalyst specified. The reactants are [C@@H:1]12[CH2:7][NH:6][C@@H:5]1[CH2:4][N:3]([C:8]([O:10][CH2:11][C:12]1[CH:17]=[CH:16][CH:15]=[CH:14][CH:13]=1)=[O:9])[CH2:2]2.[Br:18][C:19]1[CH:20]=[N:21][CH:22]=[C:23](Br)[CH:24]=1. The yield is 0.470. (2) The reactants are [I-].[CH3:2][S+](C)(C)=O.[H-].[Na+].[Br:9][C:10]1[N:15]=[CH:14][C:13](/[CH:16]=[CH:17]/[C:18]([O:20][CH2:21][CH3:22])=[O:19])=[CH:12][CH:11]=1. The yield is 0.470. The product is [CH2:21]([O:20][C:18]([C@@H:17]1[CH2:2][C@H:16]1[C:13]1[CH:14]=[N:15][C:10]([Br:9])=[CH:11][CH:12]=1)=[O:19])[CH3:22]. The catalyst is CS(C)=O. (3) The reactants are [OH-].[Na+].[NH2:3][C:4]1[N:5]=[CH:6][C:7]2[S:12][C:11](=S)[NH:10][C:8]=2[N:9]=1.OO.NC(N)=[O:18].Cl. The catalyst is O. The product is [NH2:3][C:4]1[N:5]=[CH:6][C:7]2[S:12][C:11](=[O:18])[NH:10][C:8]=2[N:9]=1. The yield is 0.670. (4) The reactants are [CH2:1]([N:3]([CH2:7][CH3:8])[CH2:4][CH2:5][NH2:6])[CH3:2].S=[C:10]1[CH2:14][S:13][C:12](=[O:15])[NH:11]1.[CH:16]([C:18]1[C:19]([O:37][CH3:38])=[C:20]([CH:34]=[CH:35][CH:36]=1)[O:21][C:22]1[CH:29]=[CH:28][C:25]([C:26]#[N:27])=[CH:24][C:23]=1[C:30]([F:33])([F:32])[F:31])=O.CC(C)([O-])C.[K+].[Cl-].[NH4+]. The catalyst is C(O)C. The product is [CH2:1]([N:3]([CH2:7][CH3:8])[CH2:4][CH2:5][NH:6][C:10]1=[N:11][C:12](=[O:15])[S:13]/[C:14]/1=[CH:16]\[C:18]1[C:19]([O:37][CH3:38])=[C:20]([CH:34]=[CH:35][CH:36]=1)[O:21][C:22]1[CH:29]=[CH:28][C:25]([C:26]#[N:27])=[CH:24][C:23]=1[C:30]([F:31])([F:32])[F:33])[CH3:2]. The yield is 0.570. (5) The reactants are [NH2:1][C:2]1[C:3](=[O:17])[NH:4][C:5](=[S:16])[N:6]([CH2:9][C:10]2[C:14]([CH3:15])=[N:13][O:12][N:11]=2)[C:7]=1[NH2:8].[C:18](O)(=O)C.C(N)=N. The catalyst is O. The product is [CH3:15][C:14]1[C:10]([CH2:9][N:6]2[C:7]3[N:8]=[CH:18][NH:1][C:2]=3[C:3](=[O:17])[NH:4][C:5]2=[S:16])=[N:11][O:12][N:13]=1. The yield is 0.140. (6) The reactants are Br[C:2]1[N:11]=[C:10]([C:12]([O:14][CH3:15])=[O:13])[C:9]([O:16][S:17]([C:20]2[CH:26]=[CH:25][C:23]([CH3:24])=[CH:22][CH:21]=2)(=[O:19])=[O:18])=[C:8]2[C:3]=1[CH:4]=[CH:5][CH:6]=[N:7]2.[CH3:27][NH:28][S:29]([CH2:32][CH2:33][CH2:34][CH2:35][CH2:36][NH:37][C:38](=[O:44])[O:39][C:40]([CH3:43])([CH3:42])[CH3:41])(=[O:31])=[O:30].N1C=CC=CC=1C1C=CC=CN=1. The catalyst is CN(C=O)C.[Cu-]=O. The product is [C:40]([O:39][C:38]([NH:37][CH2:36][CH2:35][CH2:34][CH2:33][CH2:32][S:29]([N:28]([C:2]1[N:11]=[C:10]([C:12]([O:14][CH3:15])=[O:13])[C:9]([O:16][S:17]([C:20]2[CH:26]=[CH:25][C:23]([CH3:24])=[CH:22][CH:21]=2)(=[O:19])=[O:18])=[C:8]2[C:3]=1[CH:4]=[CH:5][CH:6]=[N:7]2)[CH3:27])(=[O:31])=[O:30])=[O:44])([CH3:43])([CH3:42])[CH3:41]. The yield is 0.700.